Task: Predict which catalyst facilitates the given reaction.. Dataset: Catalyst prediction with 721,799 reactions and 888 catalyst types from USPTO Reactant: [Cl-].O[NH3+:3].[C:4](=[O:7])([O-])[OH:5].[Na+].CS(C)=O.[O:13]=[C:14]1[C:19]([CH2:20][C:21]2[CH:26]=[CH:25][C:24]([C:27]3[C:28]([C:33]#[N:34])=[CH:29][CH:30]=[CH:31][CH:32]=3)=[CH:23][CH:22]=2)=[C:18]([CH2:35][CH2:36][CH3:37])[N:17]2[N:38]=[CH:39][N:40]=[C:16]2[N:15]1[C@H:41]1[CH2:46][CH2:45][C@H:44]([O:47][CH2:48][CH:49]([OH:54])[C:50]([F:53])([F:52])[F:51])[CH2:43][CH2:42]1. Product: [O:7]=[C:4]1[O:5][N:3]=[C:33]([C:28]2[CH:29]=[CH:30][CH:31]=[CH:32][C:27]=2[C:24]2[CH:25]=[CH:26][C:21]([CH2:20][C:19]3[C:14](=[O:13])[N:15]([C@H:41]4[CH2:46][CH2:45][C@H:44]([O:47][CH2:48][CH:49]([OH:54])[C:50]([F:52])([F:53])[F:51])[CH2:43][CH2:42]4)[C:16]4[N:17]([N:38]=[CH:39][N:40]=4)[C:18]=3[CH2:35][CH2:36][CH3:37])=[CH:22][CH:23]=2)[NH:34]1. The catalyst class is: 69.